Task: Predict the product of the given reaction.. Dataset: Forward reaction prediction with 1.9M reactions from USPTO patents (1976-2016) (1) Given the reactants C([O:3][C:4](=[O:33])[CH2:5][CH2:6][C:7]1[N:8]([C:23]2[CH:28]=[CH:27][C:26]([C:29](=[O:31])[NH2:30])=[CH:25][C:24]=2[CH3:32])[C:9]([C:12]2[CH:17]=[CH:16][C:15]([C:18]3[N:19]=[N:20][NH:21][N:22]=3)=[CH:14][CH:13]=2)=[CH:10][CH:11]=1)C.[OH-].[Li+], predict the reaction product. The product is: [N:22]1[NH:21][N:20]=[N:19][C:18]=1[C:15]1[CH:16]=[CH:17][C:12]([C:9]2[N:8]([C:23]3[CH:28]=[CH:27][C:26]([C:29](=[O:31])[NH2:30])=[CH:25][C:24]=3[CH3:32])[C:7]([CH2:6][CH2:5][C:4]([OH:33])=[O:3])=[CH:11][CH:10]=2)=[CH:13][CH:14]=1. (2) Given the reactants [Br:1][C:2]1[C:7]([F:8])=[C:6]([OH:9])[CH:5]=[CH:4][N:3]=1.I[CH2:11][CH3:12].C(=O)([O-])[O-].[K+].[K+], predict the reaction product. The product is: [Br:1][C:2]1[C:7]([F:8])=[C:6]([O:9][CH2:11][CH3:12])[CH:5]=[CH:4][N:3]=1.